From a dataset of Forward reaction prediction with 1.9M reactions from USPTO patents (1976-2016). Predict the product of the given reaction. Given the reactants [OH:1][C@H:2]([C@@H:20]([NH:28][C:29](=[O:48])[C@H:30]([CH2:44][C:45](=[O:47])[NH2:46])[NH:31][C:32]([C:34]1[CH:43]=[CH:42][C:41]2[C:36](=[CH:37][CH:38]=[CH:39][CH:40]=2)[N:35]=1)=[O:33])[CH2:21][C:22]1[CH:27]=[CH:26][CH:25]=[CH:24][CH:23]=1)[CH2:3][N:4]([CH2:13][C:14]1[CH:19]=[CH:18][CH:17]=[CH:16][CH:15]=1)[NH:5]C(OC(C)(C)C)=O, predict the reaction product. The product is: [OH:1][C@H:2]([C@@H:20]([NH:28][C:29](=[O:48])[C@H:30]([CH2:44][C:45](=[O:47])[NH2:46])[NH:31][C:32]([C:34]1[CH:43]=[CH:42][C:41]2[C:36](=[CH:37][CH:38]=[CH:39][CH:40]=2)[N:35]=1)=[O:33])[CH2:21][C:22]1[CH:27]=[CH:26][CH:25]=[CH:24][CH:23]=1)[CH2:3][N:4]([CH2:13][C:14]1[CH:15]=[CH:16][CH:17]=[CH:18][CH:19]=1)[NH2:5].